From a dataset of Forward reaction prediction with 1.9M reactions from USPTO patents (1976-2016). Predict the product of the given reaction. (1) Given the reactants Cl.Cl[CH2:3][CH2:4][CH2:5][N:6]1[CH2:11][CH2:10][N:9]([CH3:12])[CH2:8][CH2:7]1.[NH2:13][C:14]1[CH:19]=[CH:18][C:17]([OH:20])=[CH:16][CH:15]=1.[OH-].[Na+], predict the reaction product. The product is: [CH3:12][N:9]1[CH2:10][CH2:11][N:6]([CH2:5][CH2:4][CH2:3][O:20][C:17]2[CH:18]=[CH:19][C:14]([NH2:13])=[CH:15][CH:16]=2)[CH2:7][CH2:8]1. (2) The product is: [CH2:28]([O:30][C:31](=[O:54])[CH2:32][N:33]1[C:41]2[C:36](=[CH:37][CH:38]=[CH:39][CH:40]=2)[CH:35]([C:42]2[C:50]([OH:51])=[CH:49][C:45]3[O:46][CH2:47][O:48][C:44]=3[CH:43]=2)[C:34]1=[O:53])[CH3:29]. Given the reactants BrC1C=CC=C2C=1C(O)(C1C(O)=CC3OCOC=3C=1)C(=O)N2CCCCC.[CH2:28]([O:30][C:31](=[O:54])[CH2:32][N:33]1[C:41]2[C:36](=[CH:37][CH:38]=[CH:39][CH:40]=2)[C:35](O)([C:42]2[C:50]([OH:51])=[CH:49][C:45]3[O:46][CH2:47][O:48][C:44]=3[CH:43]=2)[C:34]1=[O:53])[CH3:29], predict the reaction product.